This data is from Forward reaction prediction with 1.9M reactions from USPTO patents (1976-2016). The task is: Predict the product of the given reaction. (1) Given the reactants C[Si]([N-][Si](C)(C)C)(C)C.[K+].[NH2:11][C:12]1[C:22]([N+:23]([O-:25])=[O:24])=[CH:21][C:15]([C:16]([O:18][CH2:19][CH3:20])=[O:17])=[C:14](F)[CH:13]=1.[CH2:27]([OH:29])[CH3:28].ClCCl, predict the reaction product. The product is: [NH2:11][C:12]1[C:22]([N+:23]([O-:25])=[O:24])=[CH:21][C:15]([C:16]([O:18][CH2:19][CH3:20])=[O:17])=[C:14]([O:29][CH2:27][CH3:28])[CH:13]=1. (2) Given the reactants [F:1][C:2]1[CH:13]=[CH:12][C:5]([O:6][C:7]([CH3:11])([CH3:10])[CH2:8][OH:9])=[CH:4][CH:3]=1.[Cl:14][C:15]1[C:20]([C:21]([F:24])([F:23])[F:22])=[C:19](Cl)[CH:18]=[CH:17][N:16]=1, predict the reaction product. The product is: [Cl:14][C:15]1[C:20]([C:21]([F:22])([F:23])[F:24])=[C:19]([O:9][CH2:8][C:7]([O:6][C:5]2[CH:12]=[CH:13][C:2]([F:1])=[CH:3][CH:4]=2)([CH3:10])[CH3:11])[CH:18]=[CH:17][N:16]=1. (3) Given the reactants [Cl:1][CH2:2][C:3]1[C:4]([C:13]([F:16])([F:15])[F:14])=[N:5][N:6]([CH3:12])[C:7]=1[O:8][CH:9]([F:11])[F:10].[NH2:17][C:18]([NH2:20])=[S:19], predict the reaction product. The product is: [ClH:1].[F:10][CH:9]([F:11])[O:8][C:7]1[N:6]([CH3:12])[N:5]=[C:4]([C:13]([F:16])([F:15])[F:14])[C:3]=1[CH2:2][S:19][C:18](=[NH:17])[NH2:20]. (4) Given the reactants [CH3:1][C:2]1[CH:24]=[CH:23][CH:22]=[C:21]([CH3:25])[C:3]=1[CH2:4][O:5][C:6]1[CH:7]=[C:8]([CH:12](O)[CH2:13][CH2:14][C:15]([O:17][CH2:18][CH3:19])=[O:16])[CH:9]=[CH:10][CH:11]=1.P(Br)(Br)[Br:27], predict the reaction product. The product is: [CH3:1][C:2]1[CH:24]=[CH:23][CH:22]=[C:21]([CH3:25])[C:3]=1[CH2:4][O:5][C:6]1[CH:7]=[C:8]([CH:12]([Br:27])[CH2:13][CH2:14][C:15]([O:17][CH2:18][CH3:19])=[O:16])[CH:9]=[CH:10][CH:11]=1. (5) Given the reactants [NH2:1][C:2](=[N:8][OH:9])[C:3]([O:5][CH2:6][CH3:7])=[O:4].[O:10]1[CH:14]=[CH:13][C:12]([C:15](O)=O)=[N:11]1.C(N=C=NC(C)C)(C)C, predict the reaction product. The product is: [O:10]1[CH:14]=[CH:13][C:12]([C:15]2[O:9][N:8]=[C:2]([C:3]([O:5][CH2:6][CH3:7])=[O:4])[N:1]=2)=[N:11]1. (6) Given the reactants CN(C)S([N:6]1[C:10]([C:11](=[O:13])[CH3:12])=[CH:9][C:8]([CH2:14][O:15][C:16]2[CH:21]=[CH:20][CH:19]=[CH:18][CH:17]=2)=[N:7]1)(=O)=O.C([O-])(O)=O.[Na+], predict the reaction product. The product is: [O:15]([CH2:14][C:8]1[CH:9]=[C:10]([C:11](=[O:13])[CH3:12])[NH:6][N:7]=1)[C:16]1[CH:21]=[CH:20][CH:19]=[CH:18][CH:17]=1. (7) Given the reactants B(F)(F)F.CCOCC.[Br:10][C:11]1[CH:12]=[CH:13][C:14]([Cl:28])=[C:15]([C:17]([C:19]2[CH:24]=[CH:23][C:22]([O:25][CH2:26][CH3:27])=[CH:21][CH:20]=2)=O)[CH:16]=1.[SiH](CC)(CC)CC.[OH-].[K+], predict the reaction product. The product is: [Br:10][C:11]1[CH:12]=[CH:13][C:14]([Cl:28])=[C:15]([CH2:17][C:19]2[CH:24]=[CH:23][C:22]([O:25][CH2:26][CH3:27])=[CH:21][CH:20]=2)[CH:16]=1.